The task is: Predict which catalyst facilitates the given reaction.. This data is from Catalyst prediction with 721,799 reactions and 888 catalyst types from USPTO. (1) Reactant: [C:1]([N:8]([CH3:17])[C@H:9]([C:14](O)=[O:15])[C@H:10]([CH2:12][CH3:13])[CH3:11])([O:3][C:4]([CH3:7])([CH3:6])[CH3:5])=[O:2].B.C1COCC1.O.C([O-])([O-])=O.[Na+].[Na+]. Product: [C:4]([O:3][C:1](=[O:2])[N:8]([C@H:9]([CH2:14][OH:15])[C@@H:10]([CH3:11])[CH2:12][CH3:13])[CH3:17])([CH3:5])([CH3:7])[CH3:6]. The catalyst class is: 1. (2) Reactant: Cl[C:2]1[N:9]=[CH:8][C:7]([C:10]2[CH:15]=[CH:14][C:13]([Cl:16])=[CH:12][CH:11]=2)=[CH:6][C:3]=1[C:4]#[N:5].[CH2:17]([C:21]1[CH:32]=[CH:31][C:24]([CH2:25][N:26]2[CH2:30][CH2:29][CH2:28][CH2:27]2)=[CH:23][CH:22]=1)[CH2:18][C:19]#[CH:20].C(N(CC)CC)C. Product: [Cl:16][C:13]1[CH:14]=[CH:15][C:10]([C:7]2[CH:8]=[N:9][C:2]([C:20]#[C:19][CH2:18][CH2:17][C:21]3[CH:32]=[CH:31][C:24]([CH2:25][N:26]4[CH2:30][CH2:29][CH2:28][CH2:27]4)=[CH:23][CH:22]=3)=[C:3]([CH:6]=2)[C:4]#[N:5])=[CH:11][CH:12]=1. The catalyst class is: 233. (3) Reactant: [CH2:1]([N:8]1[C:12]2[CH:13]=[CH:14][C:15]([CH3:17])=[CH:16][C:11]=2[N:10]=[C:9]1[CH:18]([NH:22][CH2:23][CH2:24][CH2:25][N:26]1[C:34](=[O:35])[C:33]2[C:28](=[CH:29][CH:30]=[CH:31][CH:32]=2)[C:27]1=[O:36])[CH:19]([CH3:21])[CH3:20])[C:2]1[CH:7]=[CH:6][CH:5]=[CH:4][CH:3]=1.C(N(CC)CC)C.[C:44]1([CH3:53])[CH:49]=[CH:48][C:47]([C:50](Cl)=[O:51])=[CH:46][CH:45]=1.C(=O)(O)[O-].[Na+]. Product: [CH2:1]([N:8]1[C:12]2[CH:13]=[CH:14][C:15]([CH3:17])=[CH:16][C:11]=2[N:10]=[C:9]1[CH:18]([N:22]([CH2:23][CH2:24][CH2:25][N:26]1[C:27](=[O:36])[C:28]2[C:33](=[CH:32][CH:31]=[CH:30][CH:29]=2)[C:34]1=[O:35])[C:50](=[O:51])[C:47]1[CH:48]=[CH:49][C:44]([CH3:53])=[CH:45][CH:46]=1)[CH:19]([CH3:21])[CH3:20])[C:2]1[CH:3]=[CH:4][CH:5]=[CH:6][CH:7]=1. The catalyst class is: 124. (4) Reactant: [NH:1]([C:8]1[N:9]([C:21]2[CH:26]=[CH:25][CH:24]=[CH:23][CH:22]=2)[C:10]2[C:15]([C:16](=[O:18])[CH:17]=1)=[C:14]([CH3:19])[CH:13]=[C:12](Cl)[N:11]=2)[C:2]1[CH:7]=[CH:6][CH:5]=[CH:4][CH:3]=1. Product: [NH:1]([C:8]1[N:9]([C:21]2[CH:22]=[CH:23][CH:24]=[CH:25][CH:26]=2)[C:10]2[C:15]([C:16](=[O:18])[CH:17]=1)=[C:14]([CH3:19])[CH:13]=[CH:12][N:11]=2)[C:2]1[CH:3]=[CH:4][CH:5]=[CH:6][CH:7]=1. The catalyst class is: 591. (5) Reactant: [OH:1][C:2]1[CH:3]=[C:4]2[C:8](=[CH:9][CH:10]=1)[NH:7][CH:6]=[CH:5]2.C(=O)([O-])[O-].[Cs+].[Cs+].[CH3:17][O:18][CH2:19][CH2:20]Br. Product: [CH3:17][O:18][CH2:19][CH2:20][O:1][C:2]1[CH:3]=[C:4]2[C:8](=[CH:9][CH:10]=1)[NH:7][CH:6]=[CH:5]2. The catalyst class is: 21. (6) Reactant: [Si:1]([O:8][CH:9]([C:26]1[S:27][CH2:28][CH:29]([C:31]([O:33][CH3:34])=[O:32])[N:30]=1)[CH2:10][O:11][C:12]1[CH:17]=[CH:16][C:15]([CH2:18][CH2:19][CH2:20][CH2:21][CH2:22][CH2:23][CH2:24][CH3:25])=[CH:14][CH:13]=1)([C:4]([CH3:7])([CH3:6])[CH3:5])([CH3:3])[CH3:2].BrC(Cl)(Cl)Cl.C1CCN2C(=NCCC2)CC1. Product: [Si:1]([O:8][CH:9]([C:26]1[S:27][CH:28]=[C:29]([C:31]([O:33][CH3:34])=[O:32])[N:30]=1)[CH2:10][O:11][C:12]1[CH:17]=[CH:16][C:15]([CH2:18][CH2:19][CH2:20][CH2:21][CH2:22][CH2:23][CH2:24][CH3:25])=[CH:14][CH:13]=1)([C:4]([CH3:5])([CH3:6])[CH3:7])([CH3:3])[CH3:2]. The catalyst class is: 2.